Task: Predict which catalyst facilitates the given reaction.. Dataset: Catalyst prediction with 721,799 reactions and 888 catalyst types from USPTO (1) Reactant: [CH2:1]([N:8]1[CH2:14][CH2:13][CH2:12][CH2:11][CH:10]([NH:15][C:16]([C:29]2[CH:34]=[CH:33][CH:32]=[CH:31][CH:30]=2)([C:23]2[CH:28]=[CH:27][CH:26]=[CH:25][CH:24]=2)[C:17]2[CH:22]=[CH:21][CH:20]=[CH:19][CH:18]=2)[C:9]1=O)[C:2]1[CH:7]=[CH:6][CH:5]=[CH:4][CH:3]=1.[H-].[Al+3].[Li+].[H-].[H-].[H-].O.[OH-].[Na+]. Product: [CH2:1]([N:8]1[CH2:14][CH2:13][CH2:12][CH2:11][CH:10]([NH:15][C:16]([C:29]2[CH:30]=[CH:31][CH:32]=[CH:33][CH:34]=2)([C:23]2[CH:24]=[CH:25][CH:26]=[CH:27][CH:28]=2)[C:17]2[CH:18]=[CH:19][CH:20]=[CH:21][CH:22]=2)[CH2:9]1)[C:2]1[CH:3]=[CH:4][CH:5]=[CH:6][CH:7]=1. The catalyst class is: 7. (2) Product: [Cl:1][C:2]1[CH:7]=[CH:6][C:5]([C:8]2[NH:20][C:11]3=[N:12][CH:13]=[CH:14][C:15]([C:16]([OH:18])=[O:17])=[C:10]3[N:9]=2)=[CH:4][CH:3]=1. The catalyst class is: 20. Reactant: [Cl:1][C:2]1[CH:7]=[CH:6][C:5]([C:8]2[NH:20][C:11]3=[N:12][CH:13]=[CH:14][C:15]([C:16]([O:18]C)=[O:17])=[C:10]3[N:9]=2)=[CH:4][CH:3]=1.O[Li].O. (3) Reactant: [CH3:1][O:2][C:3]1[CH:4]=[C:5]2[C:9](=[CH:10][CH:11]=1)/[C:8](=[CH:12]\[C:13]1[CH:18]=[C:17]([O:19][CH3:20])[C:16]([OH:21])=[C:15]([O:22][CH3:23])[CH:14]=1)/[C:7]([CH3:24])=[C:6]2[CH2:25][C:26](O)=[O:27].C(N1C=CN=C1)(N1C=CN=C1)=O.[NH2:41][C:42]1[CH:43]=[N:44][CH:45]=[CH:46][CH:47]=1. Product: [OH:21][C:16]1[C:17]([O:19][CH3:20])=[CH:18][C:13](/[CH:12]=[C:8]2/[C:7]([CH3:24])=[C:6]([CH2:25][C:26]([NH:41][C:42]3[CH:43]=[N:44][CH:45]=[CH:46][CH:47]=3)=[O:27])[C:5]3[C:9]/2=[CH:10][CH:11]=[C:3]([O:2][CH3:1])[CH:4]=3)=[CH:14][C:15]=1[O:22][CH3:23]. The catalyst class is: 202. (4) Reactant: C[O-].[Na+].[F:4][C:5]([F:11])([F:10])[C:6](OC)=O.[C:12]([C:15]1[S:16][CH:17]=[CH:18][CH:19]=1)(=O)[CH3:13].Cl.[N+:21]([C:24]1[CH:29]=[CH:28][C:27]([NH:30][NH2:31])=[CH:26][CH:25]=1)([O-:23])=[O:22]. Product: [N+:21]([C:24]1[CH:25]=[CH:26][C:27]([N:30]2[C:12]([C:15]3[S:16][CH:17]=[CH:18][CH:19]=3)=[CH:13][C:6]([C:5]([F:11])([F:10])[F:4])=[N:31]2)=[CH:28][CH:29]=1)([O-:23])=[O:22]. The catalyst class is: 27. (5) Reactant: [C:1](#[N:5])[CH2:2][C:3]#[N:4].[H-].[Na+].[CH2:8]=[C:9]1[O:12][C:11](=[O:13])[CH2:10]1.Cl. Product: [NH2:4][C:3]1[O:12][C:9]([CH3:8])=[CH:10][C:11](=[O:13])[C:2]=1[C:1]#[N:5]. The catalyst class is: 1. (6) Reactant: [C:1]([C:3]1[CH:4]=[C:5]([C:12]([O-:14])=[O:13])[CH:6]=[C:7]([CH:11]=1)[C:8]([O-:10])=[O:9])#[CH:2].[K+].[K+]. Product: [C:1]([C:3]1[CH:4]=[C:5]([C:12]([OH:14])=[O:13])[CH:6]=[C:7]([CH:11]=1)[C:8]([OH:10])=[O:9])#[CH:2]. The catalyst class is: 6. (7) Reactant: C(Cl)(=O)C(Cl)=O.CS(C)=O.[OH:11][CH2:12][C:13]1([CH3:24])[CH2:18][CH2:17][N:16]([C:19]([O:21][CH2:22][CH3:23])=[O:20])[CH2:15][CH2:14]1.CCN(CC)CC.C([O-])(O)=O.[Na+]. Product: [CH:12]([C:13]1([CH3:24])[CH2:18][CH2:17][N:16]([C:19]([O:21][CH2:22][CH3:23])=[O:20])[CH2:15][CH2:14]1)=[O:11]. The catalyst class is: 2.